This data is from Peptide-MHC class I binding affinity with 185,985 pairs from IEDB/IMGT. The task is: Regression. Given a peptide amino acid sequence and an MHC pseudo amino acid sequence, predict their binding affinity value. This is MHC class I binding data. (1) The peptide sequence is LPLAKPMVI. The MHC is HLA-B15:01 with pseudo-sequence HLA-B15:01. The binding affinity (normalized) is 0.0847. (2) The peptide sequence is EYRKILRQR. The MHC is HLA-A33:01 with pseudo-sequence HLA-A33:01. The binding affinity (normalized) is 0.755. (3) The peptide sequence is ETENILTVL. The MHC is HLA-A26:01 with pseudo-sequence HLA-A26:01. The binding affinity (normalized) is 0.262. (4) The peptide sequence is FLYGALVLA. The MHC is HLA-A02:01 with pseudo-sequence HLA-A02:01. The binding affinity (normalized) is 0.661. (5) The peptide sequence is HFRGFSKSI. The MHC is HLA-A29:02 with pseudo-sequence HLA-A29:02. The binding affinity (normalized) is 0.